This data is from Forward reaction prediction with 1.9M reactions from USPTO patents (1976-2016). The task is: Predict the product of the given reaction. (1) Given the reactants [CH2:1]([O:8][C:9](=[O:34])[NH:10][C@@H:11]1[C:14](=[O:15])[N:13](CC2C=CC(OC)=CC=2OC)[C@@H:12]1[CH2:27][N:28]1[C:32]([CH3:33])=[N:31][N:30]=[N:29]1)[C:2]1[CH:7]=[CH:6][CH:5]=[CH:4][CH:3]=1.OP([O-])([O-])=O.[K+].[K+], predict the reaction product. The product is: [CH2:1]([O:8][C:9](=[O:34])[NH:10][C@@H:11]1[C:14](=[O:15])[NH:13][C@@H:12]1[CH2:27][N:28]1[C:32]([CH3:33])=[N:31][N:30]=[N:29]1)[C:2]1[CH:3]=[CH:4][CH:5]=[CH:6][CH:7]=1. (2) Given the reactants [NH2:1][C:2]1[N:7]=[C:6]([C:8]2[O:9][CH:10]=[CH:11][CH:12]=2)[C:5]([C:13]2[CH:14]=[CH:15][C:16](=[O:19])[NH:17][CH:18]=2)=[C:4]([C:20]2[O:21][CH:22]=[CH:23][CH:24]=2)[N:3]=1.[CH2:25](I)[CH2:26][CH2:27][CH3:28], predict the reaction product. The product is: [NH2:1][C:2]1[N:3]=[C:4]([C:20]2[O:21][CH:22]=[CH:23][CH:24]=2)[C:5]([C:13]2[CH:14]=[CH:15][C:16](=[O:19])[N:17]([CH2:25][CH2:26][CH2:27][CH3:28])[CH:18]=2)=[C:6]([C:8]2[O:9][CH:10]=[CH:11][CH:12]=2)[N:7]=1.